Task: Predict which catalyst facilitates the given reaction.. Dataset: Catalyst prediction with 721,799 reactions and 888 catalyst types from USPTO Reactant: [CH:1]1[C:6]([C@H:7]([NH3+:11])[C:8]([O-:10])=[O:9])=[CH:5][CH:4]=[C:3]([OH:12])[CH:2]=1.O.C([O-])([O-])=O.[K+].[K+].[C:20](O[C:20]([O:22][C:23]([CH3:26])([CH3:25])[CH3:24])=[O:21])([O:22][C:23]([CH3:26])([CH3:25])[CH3:24])=[O:21]. Product: [C:23]([O:22][C:20]([NH:11][C@@H:7]([C:6]1[CH:5]=[CH:4][C:3]([OH:12])=[CH:2][CH:1]=1)[C:8]([OH:10])=[O:9])=[O:21])([CH3:26])([CH3:25])[CH3:24]. The catalyst class is: 1.